From a dataset of Full USPTO retrosynthesis dataset with 1.9M reactions from patents (1976-2016). Predict the reactants needed to synthesize the given product. Given the product [Br:1][C:2]1[C:14]([O:15][CH3:16])=[CH:13][C:12]2[C:11]3[C:6](=[CH:7][C:8]([Br:17])=[CH:9][CH:10]=3)[C:5]([CH2:25][CH2:26][CH3:27])([CH2:20][CH2:19][CH3:22])[C:4]=2[CH:3]=1, predict the reactants needed to synthesize it. The reactants are: [Br:1][C:2]1[C:14]([O:15][CH3:16])=[CH:13][C:12]2[C:11]3[C:6](=[CH:7][C:8]([Br:17])=[CH:9][CH:10]=3)[CH2:5][C:4]=2[CH:3]=1.C[C:19]([CH3:22])([O-])[CH3:20].[K+].Br[CH2:25][CH2:26][CH3:27].Cl.